Binary Classification. Given protein and peptide amino acid sequences, predict whether they interact or not. From a dataset of Protein-peptide binding for MDM2, ACE2, and 12ca5 with 34 validated binders. (1) The protein target is MDM2 with sequence MCNTNMSVPTDGAVTTSQIPASEQETLVRPKPLLLKLLKSVGAQKDTYTMKEVLFYLGQYIMTKRLYDEKQQHIVYCSNDLLGDLFGVPSFSVKEHRKIYTMIYRNLVVVNQQESSDSGTSVSENRCHLEGGSDQKDLVQELQEEKPSSSHLVSRPSTSSRRRAISETEENSDELSGERQRKRHKSDSISLSFDESLALCVIREICCERSSSSESTGTPSNPDLDAGVSEHSGDWLDQDSVSDQFSVEFEVESLDSEDYSLSEEGQELSDEDDEVYQVTVYQAGESDTDSFEEDPEISLADYWKCTSCNEMNPPLPSHCNRCWALRENWLPEDKGKDKGEISEKAKLENSTQAEEGFDVPDCKKTIVNDSRESCVEENDDKITQASQSQESEDYSQPSTSSSIIYSSQEDVKEFEREETQDKEESVESSLPLNAIEPCVICQGRPKNGCIVHGKTGHLMACFTCAKKLKKRNKPCPVCRQPIQMIVLTYFP. The peptide is LTFEHYWAQFTSK. (2) The protein target is MDM2 with sequence MCNTNMSVPTDGAVTTSQIPASEQETLVRPKPLLLKLLKSVGAQKDTYTMKEVLFYLGQYIMTKRLYDEKQQHIVYCSNDLLGDLFGVPSFSVKEHRKIYTMIYRNLVVVNQQESSDSGTSVSENRCHLEGGSDQKDLVQELQEEKPSSSHLVSRPSTSSRRRAISETEENSDELSGERQRKRHKSDSISLSFDESLALCVIREICCERSSSSESTGTPSNPDLDAGVSEHSGDWLDQDSVSDQFSVEFEVESLDSEDYSLSEEGQELSDEDDEVYQVTVYQAGESDTDSFEEDPEISLADYWKCTSCNEMNPPLPSHCNRCWALRENWLPEDKGKDKGEISEKAKLENSTQAEEGFDVPDCKKTIVNDSRESCVEENDDKITQASQSQESEDYSQPSTSSSIIYSSQEDVKEFEREETQDKEESVESSLPLNAIEPCVICQGRPKNGCIVHGKTGHLMACFTCAKKLKKRNKPCPVCRQPIQMIVLTYFP. The peptide is TSFAEYWNALSAK. The binding affinity (KD) is 2.90 nM.